Predict the product of the given reaction. From a dataset of Forward reaction prediction with 1.9M reactions from USPTO patents (1976-2016). (1) Given the reactants [F:1][C:2]1[CH:10]=[C:9]([N+:11]([O-])=O)[CH:8]=[CH:7][C:3]=1[C:4]([OH:6])=[O:5], predict the reaction product. The product is: [NH2:11][C:9]1[CH:8]=[CH:7][C:3]([C:4]([OH:6])=[O:5])=[C:2]([F:1])[CH:10]=1. (2) Given the reactants [F:1][C:2]1[CH:7]=[CH:6][C:5]([C:8]#[C:9][Si](C)(C)C)=[CH:4][C:3]=1[O:14][CH2:15][CH2:16][CH2:17][F:18].Br[C:20]1[CH:25]=[CH:24][C:23]([O:26][CH:27]([F:29])[F:28])=[C:22]([CH2:30][CH3:31])[CH:21]=1, predict the reaction product. The product is: [F:28][CH:27]([F:29])[O:26][C:23]1[CH:24]=[CH:25][C:20]([C:9]#[C:8][C:5]2[CH:6]=[CH:7][C:2]([F:1])=[C:3]([O:14][CH2:15][CH2:16][CH2:17][F:18])[CH:4]=2)=[CH:21][C:22]=1[CH2:30][CH3:31]. (3) Given the reactants [NH:1]1[CH2:6][CH2:5][CH:4]([C:7]#[N:8])[CH2:3][CH2:2]1.[C:9](O[C:9]([O:11][C:12]([CH3:15])([CH3:14])[CH3:13])=[O:10])([O:11][C:12]([CH3:15])([CH3:14])[CH3:13])=[O:10].Cl, predict the reaction product. The product is: [C:7]([CH:4]1[CH2:5][CH2:6][N:1]([C:9]([O:11][C:12]([CH3:15])([CH3:14])[CH3:13])=[O:10])[CH2:2][CH2:3]1)#[N:8]. (4) Given the reactants Cl.[CH2:2]([C:6]1[CH:11]=[CH:10][C:9]([C:12]2[CH:17]=[CH:16][CH:15]=[C:14]([NH:18]N)[CH:13]=2)=[CH:8][CH:7]=1)[CH2:3][CH2:4][CH3:5].C[O:21][C:22]([C:24]1[CH:25]=[C:26]2[C:30](=[CH:31][CH:32]=1)[C:29](=O)[CH2:28][CH2:27]2)=[O:23], predict the reaction product. The product is: [CH2:2]([C:6]1[CH:11]=[CH:10][C:9]([C:12]2[CH:17]=[CH:16][C:15]3[C:28]4[CH2:27][C:26]5[C:30](=[CH:31][CH:32]=[C:24]([C:22]([OH:23])=[O:21])[CH:25]=5)[C:29]=4[NH:18][C:14]=3[CH:13]=2)=[CH:8][CH:7]=1)[CH2:3][CH2:4][CH3:5].